Task: Predict the product of the given reaction.. Dataset: Forward reaction prediction with 1.9M reactions from USPTO patents (1976-2016) Given the reactants [Cl:1][C:2]1[N:7]=[C:6]([C:8]([O:10][CH3:11])=[O:9])[CH:5]=[C:4](Cl)[N:3]=1.CCN(C(C)C)C(C)C.[C:22]([O:26][C:27](=[O:36])[NH:28][CH2:29][CH:30]1[CH2:35][CH2:34][NH:33][CH2:32][CH2:31]1)([CH3:25])([CH3:24])[CH3:23], predict the reaction product. The product is: [C:22]([O:26][C:27]([NH:28][CH2:29][CH:30]1[CH2:31][CH2:32][N:33]([C:4]2[N:3]=[C:2]([Cl:1])[N:7]=[C:6]([C:8]([O:10][CH3:11])=[O:9])[CH:5]=2)[CH2:34][CH2:35]1)=[O:36])([CH3:25])([CH3:23])[CH3:24].